Task: Predict which catalyst facilitates the given reaction.. Dataset: Catalyst prediction with 721,799 reactions and 888 catalyst types from USPTO Reactant: [F:1][C:2]1[CH:3]=[C:4]([CH:18]=[CH:19][CH:20]=1)[CH2:5][NH:6][C:7]([NH:9][C:10]1[S:14][N:13]=[C:12]([CH2:15][NH:16][CH3:17])[N:11]=1)=[O:8].CO.[CH3:23][C:24]1[C:28]([CH:29]=O)=[C:27]([CH3:31])[O:26][N:25]=1.C([BH3-])#N.[Na+]. Product: [CH3:23][C:24]1[C:28]([CH2:29][N:16]([CH2:15][C:12]2[N:11]=[C:10]([NH:9][C:7]([NH:6][CH2:5][C:4]3[CH:18]=[CH:19][CH:20]=[C:2]([F:1])[CH:3]=3)=[O:8])[S:14][N:13]=2)[CH3:17])=[C:27]([CH3:31])[O:26][N:25]=1. The catalyst class is: 322.